From a dataset of Cav3 T-type calcium channel HTS with 100,875 compounds. Binary Classification. Given a drug SMILES string, predict its activity (active/inactive) in a high-throughput screening assay against a specified biological target. (1) The compound is O(C(=O)c1c2c(nc(c3cc(OC)c(OC)cc3)c1)cccc2)CC(=O)Nc1noc(c1)C. The result is 0 (inactive). (2) The compound is s1c(C2N(CCN3CCOCC3)C(=O)C(O)=C2C(=O)c2oc3c(c2)cccc3OC)ccc1. The result is 0 (inactive). (3) The compound is S(=O)(=O)(NC1CCCCC1)c1cc(c(OC)cc1)C. The result is 0 (inactive). (4) The drug is O1c2n[nH]c(c2C2(CCC(CC2)C(OCC)=O)C(=C1N)C#N)C. The result is 0 (inactive). (5) The molecule is o1nc(c2CC(C(C)(C)C)CCc12)C(=O)Nc1cc(O)ccc1. The result is 0 (inactive). (6) The compound is Brc1cc(CNc2cc3OCCOc3cc2)cc(OCC)c1OCC. The result is 0 (inactive). (7) The compound is o1nc(cc1C(=O)Nc1c(n(nc1C)Cc1ccccc1)C)C. The result is 0 (inactive).